This data is from Full USPTO retrosynthesis dataset with 1.9M reactions from patents (1976-2016). The task is: Predict the reactants needed to synthesize the given product. (1) Given the product [C:3]([O:7][C:8]([N:10]1[CH2:23][CH2:22][C:13]2[N:14]([CH3:25])[C:15]3[CH:16]=[CH:17][C:18]([F:21])=[CH:19][C:20]=3[C:12]=2[CH2:11]1)=[O:9])([CH3:6])([CH3:4])[CH3:5], predict the reactants needed to synthesize it. The reactants are: [H-].[Na+].[C:3]([O:7][C:8]([N:10]1[CH2:23][CH2:22][C:13]2[NH:14][C:15]3[CH:16]=[CH:17][C:18]([F:21])=[CH:19][C:20]=3[C:12]=2[CH2:11]1)=[O:9])([CH3:6])([CH3:5])[CH3:4].I[CH3:25]. (2) The reactants are: [NH2:1][C@H:2]([CH2:21][O:22][C:23]1[CH:24]=[N:25][CH:26]=[C:27]([C:29]2[CH:30]=[C:31]3[C:36](=[C:37]([NH2:39])[N:38]=2)[CH:35]=[N:34][C:33]2[CH:40]=[C:41]([O:46][CH3:47])[C:42]([O:44][CH3:45])=[CH:43][C:32]3=2)[CH:28]=1)[CH2:3][C:4]1[CH:9]=[CH:8][C:7]([NH:10]C(=O)OCC2C=CC=CC=2)=[CH:6][CH:5]=1. Given the product [NH2:1][C@@H:2]([CH2:3][C:4]1[CH:5]=[CH:6][C:7]([NH2:10])=[CH:8][CH:9]=1)[CH2:21][O:22][C:23]1[CH:28]=[C:27]([C:29]2[CH:30]=[C:31]3[C:36](=[C:37]([NH2:39])[N:38]=2)[CH:35]=[N:34][C:33]2[CH:40]=[C:41]([O:46][CH3:47])[C:42]([O:44][CH3:45])=[CH:43][C:32]3=2)[CH:26]=[N:25][CH:24]=1, predict the reactants needed to synthesize it. (3) Given the product [Cl-:13].[CH2:9]([O:11][CH2:12][N+:4]1([CH:1]([CH3:3])[CH3:2])[CH2:8][CH2:7][CH2:6][CH2:5]1)[CH3:10], predict the reactants needed to synthesize it. The reactants are: [CH:1]([N:4]1[CH2:8][CH2:7][CH2:6][CH2:5]1)([CH3:3])[CH3:2].[CH2:9]([O:11][CH2:12][Cl:13])[CH3:10]. (4) The reactants are: CON(C)[C:4]([C:6]1[C:11]([N:12]([S:16]([C:19]2[CH:24]=[CH:23][C:22]([Cl:25])=[C:21]([C:26]([F:29])([F:28])[F:27])[CH:20]=2)(=[O:18])=[O:17])COC)=[CH:10][CH:9]=[CH:8][N:7]=1)=[O:5].I[C:32]1[C:33]2[CH:40]=[CH:39][N:38](COCC[Si](C)(C)C)[C:34]=2[N:35]=[CH:36][N:37]=1.CO.Cl. Given the product [Cl:25][C:22]1[CH:23]=[CH:24][C:19]([S:16]([NH:12][C:11]2[C:6]([C:4]([C:32]3[C:33]4[CH:40]=[CH:39][NH:38][C:34]=4[N:35]=[CH:36][N:37]=3)=[O:5])=[N:7][CH:8]=[CH:9][CH:10]=2)(=[O:18])=[O:17])=[CH:20][C:21]=1[C:26]([F:28])([F:27])[F:29], predict the reactants needed to synthesize it. (5) Given the product [CH2:16]([C:13]([NH:12][C:10]([NH:9][C:1](=[O:8])[C:2]1[CH:7]=[CH:6][CH:5]=[CH:4][CH:3]=1)=[S:11])([CH2:14][OH:15])[CH2:18][CH3:19])[CH3:17], predict the reactants needed to synthesize it. The reactants are: [C:1]([N:9]=[C:10]=[S:11])(=[O:8])[C:2]1[CH:7]=[CH:6][CH:5]=[CH:4][CH:3]=1.[NH2:12][C:13]([CH2:18][CH3:19])([CH2:16][CH3:17])[CH2:14][OH:15].CCCCCC. (6) The reactants are: [CH3:1][O:2][C:3]1[CH:4]=[C:5]([CH:11]=[CH:12][CH:13]=1)[C:6]([CH2:8][C:9]#[N:10])=[O:7].[H-].[Na+].Br.Br[CH2:18][C:19]([C:21]1[CH:22]=[N:23][CH:24]=[CH:25][CH:26]=1)=[O:20]. Given the product [CH3:1][O:2][C:3]1[CH:4]=[C:5]([CH:11]=[CH:12][CH:13]=1)[C:6]([CH:8]([CH2:18][C:19](=[O:20])[C:21]1[CH:22]=[N:23][CH:24]=[CH:25][CH:26]=1)[C:9]#[N:10])=[O:7], predict the reactants needed to synthesize it.